Dataset: Forward reaction prediction with 1.9M reactions from USPTO patents (1976-2016). Task: Predict the product of the given reaction. (1) The product is: [CH2:14]([O:13][C:11](=[O:12])[CH2:10][CH2:9][N:8]([C:11](=[O:12])[CH2:10][C:22]12[CH2:21][CH:20]3[CH2:1][CH:2]([CH2:7][CH:18]([CH2:19]3)[CH2:17]1)[CH2:3]2)[CH2:1][C:2]1[CH:7]=[CH:6][CH:5]=[CH:4][CH:3]=1)[CH3:15]. Given the reactants [CH2:1]([NH:8][CH2:9][CH2:10][C:11]([O:13][CH2:14][CH3:15])=[O:12])[C:2]1[CH:7]=[CH:6][CH:5]=[CH:4][CH:3]=1.Cl[C:17]1[CH:22]=[CH:21][C:20](S(N)(=O)=O)=[CH:19][C:18]=1[N+]([O-])=O, predict the reaction product. (2) Given the reactants [CH3:1][C:2]([CH3:7])=[CH:3][C:4]([OH:6])=[O:5].[Al+3].[Cl-].[Cl-].[Cl-].C(Cl)Cl.[Br:15][C:16]1[CH:21]=[CH:20][CH:19]=[CH:18][CH:17]=1, predict the reaction product. The product is: [Br:15][C:16]1[CH:21]=[C:20]([C:2]([CH3:7])([CH3:1])[CH2:3][C:4]([OH:6])=[O:5])[CH:19]=[CH:18][CH:17]=1. (3) Given the reactants [CH2:1]([O:3][C:4]([N:6]1[C:15]2[C:10](=[CH:11][C:12]([CH3:17])=[C:13]([CH3:16])[CH:14]=2)[N:9]([CH:18]([C:23]2[CH:28]=[C:27]([C:29]([F:32])([F:31])[F:30])[CH:26]=[C:25]([C:33]([F:36])([F:35])[F:34])[CH:24]=2)[C:19]([O:21][CH3:22])=[O:20])[CH2:8][CH:7]1[CH2:37][CH3:38])=[O:5])C.ClC(OC)=O, predict the reaction product. The product is: [CH3:1][O:3][C:4]([N:6]1[C:15]2[C:10](=[CH:11][C:12]([CH3:17])=[C:13]([CH3:16])[CH:14]=2)[N:9]([CH:18]([C:23]2[CH:28]=[C:27]([C:29]([F:30])([F:32])[F:31])[CH:26]=[C:25]([C:33]([F:36])([F:34])[F:35])[CH:24]=2)[C:19]([O:21][CH3:22])=[O:20])[CH2:8][CH:7]1[CH2:37][CH3:38])=[O:5].